This data is from Peptide-MHC class II binding affinity with 134,281 pairs from IEDB. The task is: Regression. Given a peptide amino acid sequence and an MHC pseudo amino acid sequence, predict their binding affinity value. This is MHC class II binding data. (1) The peptide sequence is HKGIVIKSKKKGSTP. The MHC is DRB1_0701 with pseudo-sequence DRB1_0701. The binding affinity (normalized) is 0.130. (2) The peptide sequence is SARLRLLRDRLVEGV. The MHC is DRB1_1501 with pseudo-sequence DRB1_1501. The binding affinity (normalized) is 0.622.